This data is from Reaction yield outcomes from USPTO patents with 853,638 reactions. The task is: Predict the reaction yield, written as a fraction of the theoretical maximum amount of product (1.0 means a 100% yield; for example, 0.34 means a 34% yield). (1) The reactants are Br[C:2]1[C:3]([F:31])=[C:4]([C:18]([CH3:30])=[C:19]([N:21]([CH2:28][CH3:29])[CH:22]2[CH2:27][CH2:26][O:25][CH2:24][CH2:23]2)[CH:20]=1)[C:5]([NH:7][CH2:8][C:9]1[C:10](=[O:17])[NH:11][C:12]([CH3:16])=[CH:13][C:14]=1[CH3:15])=[O:6].CC1(C)C(C)(C)OB([C:40]2[CH:52]=[CH:51][C:43]([CH2:44][N:45]3[CH2:50][CH2:49][O:48][CH2:47][CH2:46]3)=[CH:42][CH:41]=2)O1.C([O-])([O-])=O.[Na+].[Na+]. The catalyst is O1CCOCC1.O.[Pd].C1(P(C2C=CC=CC=2)C2C=CC=CC=2)C=CC=CC=1. The product is [CH3:15][C:14]1[CH:13]=[C:12]([CH3:16])[NH:11][C:10](=[O:17])[C:9]=1[CH2:8][NH:7][C:5]([C:4]1[C:3]([F:31])=[C:2]([C:40]2[CH:41]=[CH:42][C:43]([CH2:44][N:45]3[CH2:50][CH2:49][O:48][CH2:47][CH2:46]3)=[CH:51][CH:52]=2)[CH:20]=[C:19]([N:21]([CH2:28][CH3:29])[CH:22]2[CH2:27][CH2:26][O:25][CH2:24][CH2:23]2)[C:18]=1[CH3:30])=[O:6]. The yield is 0.520. (2) The catalyst is CS(C)=O. The reactants are [CH3:1][C:2]1[C:7]([CH3:8])=[CH:6][CH:5]=[CH:4][C:3]=1[OH:9].[CH2:10]([O:12][C:13](=[O:18])[CH2:14][CH2:15][CH2:16]Br)[CH3:11].[H-].[Li+].O. The yield is 0.940. The product is [CH2:10]([O:12][C:13](=[O:18])[CH2:14][CH2:15][CH2:16][O:9][C:3]1[CH:4]=[CH:5][CH:6]=[C:7]([CH3:8])[C:2]=1[CH3:1])[CH3:11]. (3) The reactants are [C:1]([CH2:4][CH2:5][C:6]1[C:7]([CH3:13])=[C:8]([CH:11]=O)[NH:9][CH:10]=1)([OH:3])=[O:2].[CH2:14]([C:16]1[CH:17]=[C:18]2[C:22](=[CH:23][CH:24]=1)[NH:21][C:20](=[O:25])[CH2:19]2)[CH3:15].N1CCCCC1. The catalyst is C(O)C. The product is [CH2:14]([C:16]1[CH:17]=[C:18]2[C:22](=[CH:23][CH:24]=1)[NH:21][C:20](=[O:25])[C:19]2=[CH:11][C:8]1[NH:9][CH:10]=[C:6]([CH2:5][CH2:4][C:1]([OH:3])=[O:2])[C:7]=1[CH3:13])[CH3:15]. The yield is 0.320. (4) The reactants are [CH3:1][C:2]([C:4]1[CH:9]=[CH:8][CH:7]=[CH:6][CH:5]=1)=[CH2:3].[C:10](O)([CH3:13])([CH3:12])[CH3:11].S(=O)(=O)(O)O. The catalyst is C(O)(=O)C. The product is [CH3:11][C:10]1([CH3:13])[C:9]2[C:4](=[CH:5][CH:6]=[CH:7][CH:8]=2)[C:2]([CH3:3])([CH3:1])[CH2:12]1. The yield is 0.166. (5) The reactants are FF.[CH3:3][O:4][C@@H:5]1[C@H:10]([O:11][CH3:12])[C@@H:9]([O:13][CH3:14])[C@H:8]([CH3:15])[O:7][C@H:6]1[O:16][N:17]=[CH:18][C:19]1[CH:24]=[CH:23][C:22]([C:25]2[N:29]=[CH:28][N:27]([C:30]3[CH:35]=[CH:34][C:33]([OH:36])=[CH:32][N:31]=3)[N:26]=2)=[CH:21][CH:20]=1.[F:37][C:38]([F:45])([F:44])[C:39]([F:43])=[C:40]([F:42])[F:41].C(N(CC)CC)C. The catalyst is CN(C=O)C.C1COCC1. The product is [CH3:3][O:4][C@@H:5]1[C@H:10]([O:11][CH3:12])[C@@H:9]([O:13][CH3:14])[C@H:8]([CH3:15])[O:7][C@H:6]1[O:16][N:17]=[CH:18][C:19]1[CH:20]=[CH:21][C:22]([C:25]2[N:29]=[CH:28][N:27]([C:30]3[CH:35]=[CH:34][C:33]([O:36][C:40]([F:42])([F:41])[CH:39]([F:43])[C:38]([F:45])([F:44])[F:37])=[CH:32][N:31]=3)[N:26]=2)=[CH:23][CH:24]=1. The yield is 0.240.